The task is: Predict the product of the given reaction.. This data is from Forward reaction prediction with 1.9M reactions from USPTO patents (1976-2016). (1) Given the reactants [Br:1][C:2]1[CH:3]=[N:4][CH:5]=[C:6]2[C:11]=1[N:10]=[C:9]([C:12]([OH:14])=O)[CH:8]=[CH:7]2.C(N(CC)C(C)C)(C)C.F[P-](F)(F)(F)(F)F.N1(OC(N(C)C)=[N+](C)C)C2N=CC=CC=2N=N1.[F:48][C:49]([F:53])([F:52])[CH2:50][NH2:51], predict the reaction product. The product is: [Br:1][C:2]1[CH:3]=[N:4][CH:5]=[C:6]2[C:11]=1[N:10]=[C:9]([C:12]([NH:51][CH2:50][C:49]([F:53])([F:52])[F:48])=[O:14])[CH:8]=[CH:7]2. (2) Given the reactants [CH:1]1([C:5]2[N:9]3[CH:10]=[CH:11][N:12]=[C:13]([NH2:14])[C:8]3=[C:7](I)[N:6]=2)[CH2:4][CH2:3][CH2:2]1.[C:16]([C:18]1[CH:19]=[C:20](B(O)O)[CH:21]=[CH:22][C:23]=1[F:24])#[N:17], predict the reaction product. The product is: [NH2:14][C:13]1[C:8]2[N:9]([C:5]([CH:1]3[CH2:4][CH2:3][CH2:2]3)=[N:6][C:7]=2[C:20]2[CH:21]=[CH:22][C:23]([F:24])=[C:18]([CH:19]=2)[C:16]#[N:17])[CH:10]=[CH:11][N:12]=1.